Task: Predict the reaction yield, written as a fraction of the theoretical maximum amount of product (1.0 means a 100% yield; for example, 0.34 means a 34% yield).. Dataset: Reaction yield outcomes from USPTO patents with 853,638 reactions (1) The reactants are [C:1]([CH2:14][C:15]([CH2:18][C:19]([CH2:22][CH2:23]I)([F:21])[F:20])([F:17])[F:16])([C:4]([C:7]([C:10]([F:13])([F:12])[F:11])([F:9])[F:8])([F:6])[F:5])([F:3])[F:2].CNC=[O:28].O. The catalyst is CCOCC. The product is [C:1]([CH2:14][C:15]([CH2:18][C:19]([CH2:22][CH2:23][OH:28])([F:21])[F:20])([F:17])[F:16])([C:4]([C:7]([C:10]([F:13])([F:12])[F:11])([F:9])[F:8])([F:6])[F:5])([F:3])[F:2]. The yield is 0.830. (2) The reactants are Cl.Cl[CH2:3][C:4]1[N:8]([CH2:9][CH3:10])[CH:7]=[N:6][C:5]=1[CH3:11].[CH3:12][C:13]1[N:18]=[C:17]([SH:19])[N:16]=[C:15]([OH:20])[CH:14]=1.C(=O)([O-])[O-].[K+].[K+]. The catalyst is CC(C)=O. The product is [CH2:9]([N:8]1[C:4]([CH2:3][S:19][C:17]2[N:16]=[C:15]([OH:20])[CH:14]=[C:13]([CH3:12])[N:18]=2)=[C:5]([CH3:11])[N:6]=[CH:7]1)[CH3:10]. The yield is 0.460. (3) The reactants are [CH3:1][O:2][C:3]1[CH:4]=[C:5]2[C:10](=[CH:11][C:12]=1[OH:13])[N:9]=[CH:8][CH:7]=[C:6]2[O:14][C:15]1[C:16]([CH3:25])=[N:17][C:18]2[C:23]([CH:24]=1)=[CH:22][CH:21]=[CH:20][CH:19]=2.C(=O)([O-])[O-].[K+].[K+].Br[CH2:33][C:34]([CH2:39][OH:40])([CH2:37][OH:38])[CH2:35][OH:36].FC(F)(F)C(O)=O.[OH-].[Na+]. The catalyst is O.CN(C)C=O. The product is [OH:36][CH2:35][C:34]([CH2:39][OH:40])([CH2:33][O:13][C:12]1[CH:11]=[C:10]2[C:5]([C:6]([O:14][C:15]3[C:16]([CH3:25])=[N:17][C:18]4[C:23]([CH:24]=3)=[CH:22][CH:21]=[CH:20][CH:19]=4)=[CH:7][CH:8]=[N:9]2)=[CH:4][C:3]=1[O:2][CH3:1])[CH2:37][OH:38]. The yield is 0.210.